Dataset: Reaction yield outcomes from USPTO patents with 853,638 reactions. Task: Predict the reaction yield, written as a fraction of the theoretical maximum amount of product (1.0 means a 100% yield; for example, 0.34 means a 34% yield). (1) The reactants are S.[Cl:2][C:3]1[CH:4]=[C:5]([CH2:10][C:11]#[N:12])[CH:6]=[CH:7][C:8]=1[Cl:9].C(N(CC)CC)C.C(N)(=[S:22])C. The catalyst is C(O)C. The product is [Cl:2][C:3]1[CH:4]=[C:5]([CH2:10][C:11]([NH2:12])=[S:22])[CH:6]=[CH:7][C:8]=1[Cl:9]. The yield is 0.550. (2) The reactants are [C:1]([O:5][CH2:6][C:7]1[CH:12]=[CH:11][CH:10]=[CH:9][CH:8]=1)(=[O:4])[CH:2]=[CH2:3].[CH2:13]([C@H:17]1[C@@H:24]2[C@@H:20]([O:21][C:22](=[O:25])[O:23]2)[CH2:19][S:18]1)[CH2:14]C=C. The catalyst is CC1C=C(C)C(N2C(=[Ru](Cl)(Cl)=CC3C=CC=CC=3OC(C)C)N(C3C(C)=CC(C)=CC=3C)CC2)=C(C)C=1.C(Cl)Cl. The product is [O:25]=[C:22]1[O:21][C@H:20]2[CH2:19][S:18][C@@H:17]([CH2:13][CH2:14]/[CH:3]=[CH:2]/[C:1]([O:5][CH2:6][C:7]3[CH:12]=[CH:11][CH:10]=[CH:9][CH:8]=3)=[O:4])[C@H:24]2[O:23]1. The yield is 0.230. (3) The reactants are [CH3:1][S:2][CH2:3][CH2:4][CH:5]([OH:9])[C:6]([OH:8])=[O:7].C.C(N(CC)CC)C.[C:18](Cl)(=[O:20])[CH3:19]. No catalyst specified. The product is [C:18]([O:9][CH:5]([CH2:4][CH2:3][S:2][CH3:1])[C:6]([OH:8])=[O:7])(=[O:20])[CH3:19]. The yield is 0.631. (4) The reactants are [C:1]([OH:10])(=[O:9])/[CH:2]=[CH:3]\[CH:4]=[CH:5]\[C:6]([OH:8])=[O:7].II. The catalyst is C(OCC)C. The product is [C:1]([OH:10])(=[O:9])/[CH:2]=[CH:3]/[CH:4]=[CH:5]/[C:6]([OH:8])=[O:7]. The yield is 0.840. (5) The reactants are Br[C:2]1[S:3][C:4]2[CH:10]=[C:9]([OH:11])[CH:8]=[CH:7][C:5]=2[N:6]=1.Cl.[CH:13]([N:16]1[CH2:21][CH2:20][NH:19][CH2:18][CH2:17]1)([CH3:15])[CH3:14].C(=O)([O-])[O-].[K+].[K+]. The catalyst is CN(C)C=O. The product is [CH:13]([N:16]1[CH2:21][CH2:20][N:19]([C:2]2[S:3][C:4]3[CH:10]=[C:9]([OH:11])[CH:8]=[CH:7][C:5]=3[N:6]=2)[CH2:18][CH2:17]1)([CH3:15])[CH3:14]. The yield is 0.180. (6) The reactants are [Cl:1][C:2]1[C:7]([O:8][CH3:9])=[C:6](Cl)[N:5]=[C:4]([C:11]2[CH:16]=[CH:15][C:14]([Cl:17])=[C:13]([O:18][CH3:19])[C:12]=2[F:20])[N:3]=1.O.[NH3:22]. No catalyst specified. The product is [Cl:1][C:2]1[N:3]=[C:4]([C:11]2[CH:16]=[CH:15][C:14]([Cl:17])=[C:13]([O:18][CH3:19])[C:12]=2[F:20])[N:5]=[C:6]([NH2:22])[C:7]=1[O:8][CH3:9]. The yield is 0.880. (7) The product is [Cl:1][C:2]1[CH:3]=[CH:4][C:5]([C@@:8]([NH:16][C:34](=[O:45])[O:35][C:36]2[CH:37]=[CH:38][C:39]([N+:42]([O-:44])=[O:43])=[CH:40][CH:41]=2)([C:17]2[CH:22]=[C:21]([C:23]([F:26])([F:24])[F:25])[CH:20]=[C:19]([F:27])[CH:18]=2)[CH2:9][C:10]2[CH:11]=[CH:12][CH:13]=[CH:14][CH:15]=2)=[N:6][CH:7]=1. The reactants are [Cl:1][C:2]1[CH:3]=[CH:4][C:5]([C@:8]([C:17]2[CH:22]=[C:21]([C:23]([F:26])([F:25])[F:24])[CH:20]=[C:19]([F:27])[CH:18]=2)([NH2:16])[CH2:9][C:10]2[CH:15]=[CH:14][CH:13]=[CH:12][CH:11]=2)=[N:6][CH:7]=1.C([O-])([O-])=O.[K+].[K+].[C:34](Cl)(=[O:45])[O:35][C:36]1[CH:41]=[CH:40][C:39]([N+:42]([O-:44])=[O:43])=[CH:38][CH:37]=1. The yield is 1.00. The catalyst is ClCCl. (8) The reactants are [CH2:1]([O:4][C:5]1[CH:10]=[CH:9][C:8]([S:11]([N:14]=[C:15]=[O:16])(=[O:13])=[O:12])=[CH:7][CH:6]=1)[CH:2]=[CH2:3].[Cl:17][C:18]1[CH:19]=[C:20]([NH2:27])[C:21](=[CH:25][CH:26]=1)[C:22](O)=[O:23]. No catalyst specified. The product is [CH2:1]([O:4][C:5]1[CH:6]=[CH:7][C:8]([S:11]([N:14]2[C:22](=[O:23])[C:21]3[C:20](=[CH:19][C:18]([Cl:17])=[CH:26][CH:25]=3)[NH:27][C:15]2=[O:16])(=[O:13])=[O:12])=[CH:9][CH:10]=1)[CH:2]=[CH2:3]. The yield is 0.530. (9) The product is [CH3:1][C:2]([CH3:14])([CH3:13])[CH2:3][C:4]([C:6]1[CH:7]=[CH:8][C:9]([CH3:12])=[CH:10][CH:11]=1)=[O:5]. The reactants are [CH3:1][C:2]([CH3:14])([CH3:13])[CH2:3][CH:4]([C:6]1[CH:11]=[CH:10][C:9]([CH3:12])=[CH:8][CH:7]=1)[OH:5]. The catalyst is CCCCCC.[O-2].[O-2].[Mn+4]. The yield is 1.00. (10) The reactants are [Cl:1][C:2]1[CH:3]=[C:4]2[C:9](=[CH:10][CH:11]=1)[N:8]=[CH:7][C:6]([N+:12]([O-])=O)=[C:5]2[C:15]([F:18])([F:17])[F:16].C([O-])([O-])=O.[K+].[K+]. The catalyst is CCOC(C)=O. The product is [Cl:1][C:2]1[CH:3]=[C:4]2[C:9](=[CH:10][CH:11]=1)[N:8]=[CH:7][C:6]([NH2:12])=[C:5]2[C:15]([F:17])([F:16])[F:18]. The yield is 0.970.